This data is from Forward reaction prediction with 1.9M reactions from USPTO patents (1976-2016). The task is: Predict the product of the given reaction. (1) Given the reactants [N+:1]([C:4]1[NH:8][N:7]=[C:6]([C:9]([O:11][CH3:12])=[O:10])[CH:5]=1)([O-:3])=[O:2].[CH3:13]N(C=O)C.C(=O)([O-])[O-].[K+].[K+].CI, predict the reaction product. The product is: [CH3:12][O:11][C:9]([C:6]1[N:7]([CH3:13])[N:8]=[C:4]([N+:1]([O-:3])=[O:2])[CH:5]=1)=[O:10]. (2) Given the reactants FC1[CH:24]=[CH:23][C:5]([CH2:6][N:7]2[C@@H:11](C)[CH2:10][N:9]([C:13]3[S:14][C:15]([C:19]([OH:21])=O)=[C:16]([CH3:18])[N:17]=3)[C:8]2=[O:22])=CC=1.C(N1CCN(C2SC(C(O)=O)=C(C)N=2)C1=O)CC=C.[N:44]1[CH:49]=[CH:48][CH:47]=[C:46]([CH2:50][NH2:51])[CH:45]=1, predict the reaction product. The product is: [CH2:6]([N:7]1[CH2:11][CH2:10][N:9]([C:13]2[S:14][C:15]([C:19]([NH:51][CH2:50][C:46]3[CH:45]=[N:44][CH:49]=[CH:48][CH:47]=3)=[O:21])=[C:16]([CH3:18])[N:17]=2)[C:8]1=[O:22])[CH2:5][CH:23]=[CH2:24].